Dataset: HIV replication inhibition screening data with 41,000+ compounds from the AIDS Antiviral Screen. Task: Binary Classification. Given a drug SMILES string, predict its activity (active/inactive) in a high-throughput screening assay against a specified biological target. (1) The drug is COc1cc2ccc(CC(=O)O)cc2cc1OC. The result is 0 (inactive). (2) The result is 0 (inactive). The drug is CC(NC(=O)C(NC(=O)OCc1ccccc1)C(C)C)C(=O)NCC(=O)ON1C(=O)CCC1=O. (3) The molecule is CSc1cc2[n+]3c(c1)-c1cccc[n+]1[Cu-5]314([n+]3ccccc3-2)[n+]2ccccc2-c2cc(SC)cc([n+]21)-c1cccc[n+]14.[O-][Cl+3]([O-])([O-])[O-]. The result is 0 (inactive). (4) The result is 0 (inactive). The drug is Cc1sc2nc3n(c(=O)c2c1C)N=CN(c1ccc(Cl)cc1)C3.